Dataset: NCI-60 drug combinations with 297,098 pairs across 59 cell lines. Task: Regression. Given two drug SMILES strings and cell line genomic features, predict the synergy score measuring deviation from expected non-interaction effect. (1) Drug 1: C1=NC2=C(N1)C(=S)N=CN2. Drug 2: COC1=NC(=NC2=C1N=CN2C3C(C(C(O3)CO)O)O)N. Cell line: SK-OV-3. Synergy scores: CSS=4.46, Synergy_ZIP=-0.816, Synergy_Bliss=3.21, Synergy_Loewe=-3.00, Synergy_HSA=0.605. (2) Drug 1: C1CCN(CC1)CCOC2=CC=C(C=C2)C(=O)C3=C(SC4=C3C=CC(=C4)O)C5=CC=C(C=C5)O. Drug 2: C(=O)(N)NO. Cell line: UACC-257. Synergy scores: CSS=2.14, Synergy_ZIP=-0.367, Synergy_Bliss=-0.576, Synergy_Loewe=-0.949, Synergy_HSA=-1.92. (3) Drug 1: CN(C)N=NC1=C(NC=N1)C(=O)N. Drug 2: N.N.Cl[Pt+2]Cl. Cell line: MALME-3M. Synergy scores: CSS=-5.71, Synergy_ZIP=2.07, Synergy_Bliss=-1.23, Synergy_Loewe=-5.48, Synergy_HSA=-4.97. (4) Drug 1: CC12CCC3C(C1CCC2=O)CC(=C)C4=CC(=O)C=CC34C. Drug 2: CCC1(CC2CC(C3=C(CCN(C2)C1)C4=CC=CC=C4N3)(C5=C(C=C6C(=C5)C78CCN9C7C(C=CC9)(C(C(C8N6C)(C(=O)OC)O)OC(=O)C)CC)OC)C(=O)OC)O.OS(=O)(=O)O. Cell line: NCI/ADR-RES. Synergy scores: CSS=45.6, Synergy_ZIP=-2.77, Synergy_Bliss=-7.29, Synergy_Loewe=-4.57, Synergy_HSA=-5.87. (5) Drug 2: C1CC(=O)NC(=O)C1N2C(=O)C3=CC=CC=C3C2=O. Synergy scores: CSS=-0.976, Synergy_ZIP=1.41, Synergy_Bliss=1.21, Synergy_Loewe=-0.103, Synergy_HSA=-0.703. Cell line: NCI-H322M. Drug 1: CCCCCOC(=O)NC1=NC(=O)N(C=C1F)C2C(C(C(O2)C)O)O. (6) Drug 1: CC1C(C(=O)NC(C(=O)N2CCCC2C(=O)N(CC(=O)N(C(C(=O)O1)C(C)C)C)C)C(C)C)NC(=O)C3=C4C(=C(C=C3)C)OC5=C(C(=O)C(=C(C5=N4)C(=O)NC6C(OC(=O)C(N(C(=O)CN(C(=O)C7CCCN7C(=O)C(NC6=O)C(C)C)C)C)C(C)C)C)N)C. Drug 2: CC1=C(C(=CC=C1)Cl)NC(=O)C2=CN=C(S2)NC3=CC(=NC(=N3)C)N4CCN(CC4)CCO. Cell line: SK-OV-3. Synergy scores: CSS=22.6, Synergy_ZIP=-3.95, Synergy_Bliss=4.71, Synergy_Loewe=-5.74, Synergy_HSA=1.11.